This data is from Full USPTO retrosynthesis dataset with 1.9M reactions from patents (1976-2016). The task is: Predict the reactants needed to synthesize the given product. (1) Given the product [CH3:14][O:15][C:16]([C@@H:18]1[CH2:22][CH2:21][C@@H:20]([CH2:1][CH3:2])[N:19]1[C:27]([O:29][C:30]([CH3:31])([CH3:32])[CH3:33])=[O:28])=[O:17], predict the reactants needed to synthesize it. The reactants are: [CH2:1]([Mg]Cl)[CH3:2].B(F)(F)F.CCOCC.[CH3:14][O:15][C:16]([C@@H:18]1[CH2:22][CH2:21][CH:20](OC(=O)C)[N:19]1[C:27]([O:29][C:30]([CH3:33])([CH3:32])[CH3:31])=[O:28])=[O:17]. (2) Given the product [C:25]([Si:12]([C:19]1[CH:20]=[CH:21][CH:22]=[CH:23][CH:24]=1)([C:13]1[CH:14]=[CH:15][CH:16]=[CH:17][CH:18]=1)[O:11][C:10]1[CH:29]=[CH:30][C:7]([B:37]([OH:38])[OH:36])=[CH:8][C:9]=1[O:31][CH3:32])([CH3:27])([CH3:28])[CH3:26], predict the reactants needed to synthesize it. The reactants are: [Li]CCCC.Br[C:7]1[CH:30]=[CH:29][C:10]([O:11][Si:12]([C:25]([CH3:28])([CH3:27])[CH3:26])([C:19]2[CH:24]=[CH:23][CH:22]=[CH:21][CH:20]=2)[C:13]2[CH:18]=[CH:17][CH:16]=[CH:15][CH:14]=2)=[C:9]([O:31][CH3:32])[CH:8]=1.C([O:36][B:37](OC(C)C)[O:38]C(C)C)(C)C.Cl. (3) Given the product [CH:1]1([C:5]2[CH:10]=[C:9]([O:11][CH2:12][C:13]3[CH:18]=[CH:17][CH:16]=[CH:15][CH:14]=3)[CH:8]=[CH:7][C:6]=2[C:23]2[CH:28]=[CH:27][CH:26]=[C:25]([N:29]3[C:33]([CH3:34])=[CH:32][CH:31]=[C:30]3[CH3:35])[N:24]=2)[CH2:4][CH2:3][CH2:2]1, predict the reactants needed to synthesize it. The reactants are: [CH:1]1([C:5]2[CH:10]=[C:9]([O:11][CH2:12][C:13]3[CH:18]=[CH:17][CH:16]=[CH:15][CH:14]=3)[CH:8]=[CH:7][C:6]=2B(O)O)[CH2:4][CH2:3][CH2:2]1.Br[C:23]1[CH:28]=[CH:27][CH:26]=[C:25]([N:29]2[C:33]([CH3:34])=[CH:32][CH:31]=[C:30]2[CH3:35])[N:24]=1.